From a dataset of Full USPTO retrosynthesis dataset with 1.9M reactions from patents (1976-2016). Predict the reactants needed to synthesize the given product. (1) Given the product [F:1][C:2]1[CH:9]=[CH:8][C:5](/[CH:6]=[N:16]/[OH:17])=[CH:4][CH:3]=1, predict the reactants needed to synthesize it. The reactants are: [F:1][C:2]1[CH:9]=[CH:8][C:5]([CH:6]=O)=[CH:4][CH:3]=1.C([O-])(=O)C.[Na+].Cl.[NH2:16][OH:17]. (2) Given the product [F:1][C:2]1[CH:3]=[C:4]([CH:7]=[CH:8][C:9]=1[C:10]1[S:11][C:12]2[C:17]([N:18]=1)=[CH:16][CH:15]=[C:14]([C:19]1([C:22]3[CH:23]=[CH:24][CH:25]=[CH:26][CH:27]=3)[CH2:20][CH2:21]1)[N:13]=2)[CH2:5][NH:29][C:30]([CH3:36])([CH3:35])[C:31]([O:33][CH3:34])=[O:32], predict the reactants needed to synthesize it. The reactants are: [F:1][C:2]1[CH:3]=[C:4]([CH:7]=[CH:8][C:9]=1[C:10]1[S:11][C:12]2[C:17]([N:18]=1)=[CH:16][CH:15]=[C:14]([C:19]1([C:22]3[CH:27]=[CH:26][CH:25]=[CH:24][CH:23]=3)[CH2:21][CH2:20]1)[N:13]=2)[CH:5]=O.Cl.[NH2:29][C:30]([CH3:36])([CH3:35])[C:31]([O:33][CH3:34])=[O:32]. (3) Given the product [CH3:36][O:35][CH2:34][O:33][C:28]1[CH:29]=[CH:30][CH:31]=[CH:32][C:27]=1[N:23]1[CH2:22][C:21]([CH3:37])([CH3:38])[NH:20][CH2:25][C:24]1=[O:26], predict the reactants needed to synthesize it. The reactants are: C(N(CC)CC)C.I[Si](C)(C)C.C(OC([N:20]1[CH2:25][C:24](=[O:26])[N:23]([C:27]2[CH:32]=[CH:31][CH:30]=[CH:29][C:28]=2[O:33][CH2:34][O:35][CH3:36])[CH2:22][C:21]1([CH3:38])[CH3:37])=O)(C)(C)C.C(=O)(O)[O-].[Na+]. (4) Given the product [CH3:32][C:31]([CH3:34])([CH3:33])[C:30](=[O:35])[CH2:29][N:7]1[C:6](=[O:8])[CH:5]=[C:4]([O:9][CH2:10][CH2:11][CH3:12])[N:3]([CH2:13][C:14]2[CH:19]=[CH:18][C:17]([C:20]3[C:21]([C:26]#[N:27])=[CH:22][CH:23]=[CH:24][CH:25]=3)=[CH:16][CH:15]=2)[C:2]1=[O:1], predict the reactants needed to synthesize it. The reactants are: [O:1]=[C:2]1[NH:7][C:6](=[O:8])[CH:5]=[C:4]([O:9][CH2:10][CH2:11][CH3:12])[N:3]1[CH2:13][C:14]1[CH:19]=[CH:18][C:17]([C:20]2[C:21]([C:26]#[N:27])=[CH:22][CH:23]=[CH:24][CH:25]=2)=[CH:16][CH:15]=1.Br[CH2:29][C:30](=[O:35])[C:31]([CH3:34])([CH3:33])[CH3:32].CN(C)C=O.[H-].[Na+]. (5) Given the product [CH2:3]([O:5][C:6](=[O:15])[CH2:7][C:8]1[CH:13]=[CH:12][CH:11]=[CH:10][C:9]=1[O:14][CH2:18][CH2:17][Cl:16])[CH3:4], predict the reactants needed to synthesize it. The reactants are: [H-].[Na+].[CH2:3]([O:5][C:6](=[O:15])[CH2:7][C:8]1[CH:13]=[CH:12][CH:11]=[CH:10][C:9]=1[OH:14])[CH3:4].[Cl:16][CH2:17][CH2:18]OS(C1C=CC=CC=1)(=O)=O. (6) Given the product [Cl:1][C:2]1[CH:3]=[CH:4][C:5]([O:17][CH2:18][C:19]2[CH:24]=[CH:23][CH:22]=[CH:21][CH:20]=2)=[C:6]([CH2:8][N:9]2[CH:13]=[CH:12][C:11]([C:14]([NH:35][C:34]3[C:33]([F:32])=[CH:39][CH:38]=[CH:37][C:36]=3[F:40])=[O:15])=[N:10]2)[CH:7]=1, predict the reactants needed to synthesize it. The reactants are: [Cl:1][C:2]1[CH:3]=[CH:4][C:5]([O:17][CH2:18][C:19]2[CH:24]=[CH:23][CH:22]=[CH:21][CH:20]=2)=[C:6]([CH2:8][N:9]2[CH:13]=[CH:12][C:11]([C:14](Cl)=[O:15])=[N:10]2)[CH:7]=1.C(N(CC)CC)C.[F:32][C:33]1[CH:39]=[CH:38][CH:37]=[C:36]([F:40])[C:34]=1[NH2:35].